This data is from Full USPTO retrosynthesis dataset with 1.9M reactions from patents (1976-2016). The task is: Predict the reactants needed to synthesize the given product. (1) Given the product [CH:1]1([N:7]2[C:12]([OH:13])=[C:11]([C:14]([NH:16][CH2:17][C:18]([OH:20])=[O:19])=[O:15])[C:10](=[O:23])[N:9]([CH2:34][C:33]3[CH:36]=[CH:37][CH:38]=[CH:39][C:32]=3[F:31])[C:8]2=[O:24])[CH2:2][CH2:3][CH2:4][CH2:5][CH2:6]1, predict the reactants needed to synthesize it. The reactants are: [CH:1]1([N:7]2[C:12]([OH:13])=[C:11]([C:14]([NH:16][CH2:17][C:18]([O:20]CC)=[O:19])=[O:15])[C:10](=[O:23])[NH:9][C:8]2=[O:24])[CH2:6][CH2:5][CH2:4][CH2:3][CH2:2]1.C(=O)([O-])[O-].[K+].[K+].[F:31][C:32]1[CH:39]=[CH:38][CH:37]=[CH:36][C:33]=1[CH2:34]Br.Cl. (2) Given the product [Cl:26][C:16]1[C:17]2[S:22][CH2:21][CH2:20][C:18]=2[N:19]=[C:14]([N:11]2[CH2:12][CH2:13][N:8]([C:5]3[CH:6]=[CH:7][C:2]([Cl:1])=[CH:3][CH:4]=3)[CH2:9][CH2:10]2)[N:15]=1, predict the reactants needed to synthesize it. The reactants are: [Cl:1][C:2]1[CH:7]=[CH:6][C:5]([N:8]2[CH2:13][CH2:12][N:11]([C:14]3[N:15]=[C:16](O)[C:17]4[S:22][CH2:21][CH2:20][C:18]=4[N:19]=3)[CH2:10][CH2:9]2)=[CH:4][CH:3]=1.P(Cl)(Cl)([Cl:26])=O. (3) Given the product [Br:12][C:13]1[C:14]([Cl:23])=[C:15]([C:19]([F:22])=[CH:20][CH:21]=1)[C:16]([NH2:1])=[O:17], predict the reactants needed to synthesize it. The reactants are: [NH2:1]C1C(Cl)=C(C=CC=1)C(N)=O.[Br:12][C:13]1[C:14]([Cl:23])=[C:15]([C:19]([F:22])=[CH:20][CH:21]=1)[C:16](O)=[O:17]. (4) Given the product [Cl:1][C:2]1[C:11]2[C:6](=[CH:7][C:8]([O:14][CH2:24][CH2:23][O:22][CH3:21])=[C:9]([O:12][CH3:13])[CH:10]=2)[N:5]=[CH:4][CH:3]=1, predict the reactants needed to synthesize it. The reactants are: [Cl:1][C:2]1[C:11]2[C:6](=[CH:7][C:8]([OH:14])=[C:9]([O:12][CH3:13])[CH:10]=2)[N:5]=[CH:4][CH:3]=1.C(=O)([O-])[O-].[K+].[K+].[CH3:21][O:22][CH2:23][CH2:24]Br.